This data is from Catalyst prediction with 721,799 reactions and 888 catalyst types from USPTO. The task is: Predict which catalyst facilitates the given reaction. (1) Reactant: C[O:2][C:3]1[CH:4]=[C:5]2[C:10](=[CH:11][C:12]=1OC)C(C)=NC([C:5]1[CH:4]=[C:3]([OH:2])[CH:12]=[CH:11][CH:10]=1)=C2.CCN([CH2:28][CH3:29])CC.[O:30](S(C(F)(F)F)(=O)=O)S(C(F)(F)F)(=O)=O. Product: [CH3:12][CH2:3][O:2][C:28]([CH3:29])=[O:30].[CH3:5][CH2:4][CH2:3][CH2:12][CH2:11][CH3:10]. The catalyst class is: 2. (2) Product: [C:33]([C:32]1[CH:35]=[C:28]([CH:29]=[CH:30][C:31]=1[O:36][C:37]([F:38])([F:40])[F:39])[CH2:27][O:1][C:2]1[CH:10]=[CH:9][C:8]2[NH:7][C:6]3[CH:11]([CH2:14][C:15]([OH:17])=[O:16])[CH2:12][CH2:13][C:5]=3[C:4]=2[CH:3]=1)#[N:34]. Reactant: [OH:1][C:2]1[CH:10]=[CH:9][C:8]2[NH:7][C:6]3[CH:11]([CH2:14][C:15]([O:17]CC)=[O:16])[CH2:12][CH2:13][C:5]=3[C:4]=2[CH:3]=1.C(=O)([O-])[O-].[Cs+].[Cs+].Cl[CH2:27][C:28]1[CH:29]=[CH:30][C:31]([O:36][C:37]([F:40])([F:39])[F:38])=[C:32]([CH:35]=1)[C:33]#[N:34]. The catalyst class is: 3. (3) Reactant: [C:1]([C:3]1[C:8]([NH:9][C:10]2[S:14][N:13]=[C:12]([CH3:15])[CH:11]=2)=[CH:7][C:6]([NH:16][C@H:17]([CH:21]2[CH2:23][CH2:22]2)[C:18]([NH2:20])=[O:19])=[C:5]([F:24])[CH:4]=1)#[N:2].[OH-].[Na+].OO.CC(O)=[O:31]. Product: [NH2:20][C:18](=[O:19])[C@H:17]([NH:16][C:6]1[C:5]([F:24])=[CH:4][C:3]([C:1]([NH2:2])=[O:31])=[C:8]([NH:9][C:10]2[S:14][N:13]=[C:12]([CH3:15])[CH:11]=2)[CH:7]=1)[CH:21]1[CH2:22][CH2:23]1. The catalyst class is: 593.